Dataset: Forward reaction prediction with 1.9M reactions from USPTO patents (1976-2016). Task: Predict the product of the given reaction. Given the reactants Br[C:2]1[N:3]=[C:4]([C:7]2[CH:8]=[CH:9][C:10]3[O:14][C:13]4[CH:15]=[C:16]([S:19]([NH:22][C@@H:23]([CH:27]([CH3:29])[CH3:28])[C:24]([OH:26])=[O:25])(=[O:21])=[O:20])[CH:17]=[CH:18][C:12]=4[C:11]=3[CH:30]=2)[S:5][CH:6]=1.[F:31][C:32]([F:43])([F:42])[C:33]1[CH:38]=[CH:37][C:36](B(O)O)=[CH:35][CH:34]=1.C(Cl)Cl.[O-]P([O-])([O-])=O.[K+].[K+].[K+], predict the reaction product. The product is: [CH3:28][CH:27]([CH3:29])[C@H:23]([NH:22][S:19]([C:16]1[CH:17]=[CH:18][C:12]2[C:11]3[CH:30]=[C:7]([C:4]4[S:5][CH:6]=[C:2]([C:36]5[CH:37]=[CH:38][C:33]([C:32]([F:43])([F:42])[F:31])=[CH:34][CH:35]=5)[N:3]=4)[CH:8]=[CH:9][C:10]=3[O:14][C:13]=2[CH:15]=1)(=[O:21])=[O:20])[C:24]([OH:26])=[O:25].